From a dataset of Forward reaction prediction with 1.9M reactions from USPTO patents (1976-2016). Predict the product of the given reaction. (1) Given the reactants [O:1]1[C:5]2[CH:6]=[CH:7][CH:8]=[CH:9][C:4]=2[CH:3]=[C:2]1[C:10]1[N:14]2[N:15]=[C:16](Cl)[CH:17]=[CH:18][C:13]2=[N:12][CH:11]=1.Cl.[NH2:21][C@H:22]1[CH2:27][CH2:26][CH2:25][CH2:24][C@H:23]1[OH:28].C(N(C(C)C)C(C)C)C, predict the reaction product. The product is: [O:1]1[C:5]2[CH:6]=[CH:7][CH:8]=[CH:9][C:4]=2[CH:3]=[C:2]1[C:10]1[N:14]2[N:15]=[C:16]([NH:21][C@H:22]3[CH2:27][CH2:26][CH2:25][CH2:24][C@H:23]3[OH:28])[CH:17]=[CH:18][C:13]2=[N:12][CH:11]=1. (2) The product is: [CH2:11]([O:1][C:2]1[CH:9]=[CH:8][C:5]([CH:6]=[O:7])=[CH:4][CH:3]=1)[CH2:12][CH3:13]. Given the reactants [OH:1][C:2]1[CH:9]=[CH:8][C:5]([CH:6]=[O:7])=[CH:4][CH:3]=1.Br[CH2:11][CH2:12][CH3:13].C([O-])([O-])=O.[K+].[K+], predict the reaction product. (3) Given the reactants [C:1]([C:5]1[CH:10]=[CH:9][C:8]([CH2:11][CH3:12])=[CH:7][C:6]=1[OH:13])([CH3:4])([CH3:3])[CH3:2].[Cl:14][C:15]1[CH:20]=[C:19]([S:21]([C:24]([F:27])([F:26])[F:25])(=[O:23])=[O:22])[CH:18]=[CH:17][C:16]=1[N:28]=[C:29]=[O:30], predict the reaction product. The product is: [C:1]([C:5]1[C:6]([OH:13])=[C:7]([C:8]([CH2:11][CH3:12])=[CH:9][CH:10]=1)[C:29]([NH:28][C:16]1[CH:17]=[CH:18][C:19]([S:21]([C:24]([F:25])([F:26])[F:27])(=[O:22])=[O:23])=[CH:20][C:15]=1[Cl:14])=[O:30])([CH3:4])([CH3:3])[CH3:2]. (4) Given the reactants [CH3:1][O:2][C:3]1[CH:4]=[C:5]2[C:10](=[CH:11][CH:12]=1)[C:9]([O:13][C@H:14]1[CH2:54][N:17]3[C:18](=[O:53])[C@@H:19]([NH:45]C(=O)OC(C)(C)C)[C@H:20]([CH3:44])[O:21][C@H:22]([CH3:43])[CH2:23][CH2:24][CH:25]=[CH:26][C@@H:27]4[CH2:32][C@@:28]4([C:33](=[O:42])[NH:34][S:35]([C:38]4([CH3:41])[CH2:40][CH2:39]4)(=[O:37])=[O:36])[NH:29][C:30](=[O:31])[C@@H:16]3[CH2:15]1)=[N:8][CH:7]=[CH:6]2.C(O)(C(F)(F)F)=O, predict the reaction product. The product is: [NH2:45][C@@H:19]1[C:18](=[O:53])[N:17]2[CH2:54][C@H:14]([O:13][C:9]3[C:10]4[C:5](=[CH:4][C:3]([O:2][CH3:1])=[CH:12][CH:11]=4)[CH:6]=[CH:7][N:8]=3)[CH2:15][C@H:16]2[C:30](=[O:31])[NH:29][C@:28]2([C:33]([NH:34][S:35]([C:38]3([CH3:41])[CH2:39][CH2:40]3)(=[O:36])=[O:37])=[O:42])[CH2:32][C@H:27]2[CH:26]=[CH:25][CH2:24][CH2:23][C@@H:22]([CH3:43])[O:21][C@H:20]1[CH3:44]. (5) Given the reactants [Cl:1][C:2]1[CH:25]=[C:24]([Cl:26])[CH:23]=[CH:22][C:3]=1[CH2:4][N:5]1[C:13]2[C:8](=[CH:9][C:10]([F:20])=[CH:11][C:12]=2[C:14]2[O:18]N=C(N)N=2)[C:7]([CH3:21])=[CH:6]1.N1C=CC=CC=1.N[OH:34].Cl, predict the reaction product. The product is: [Cl:1][C:2]1[CH:25]=[C:24]([Cl:26])[CH:23]=[CH:22][C:3]=1[CH2:4][N:5]1[C:13]2[C:8](=[CH:9][C:10]([F:20])=[CH:11][C:12]=2[C:14]([OH:34])=[O:18])[C:7]([CH3:21])=[CH:6]1. (6) The product is: [Cl:43][C:27]1[CH:26]=[C:25]([CH:30]=[CH:29][C:28]=1[O:31][CH2:32][C:33]1[CH:42]=[CH:41][C:40]2[C:35](=[CH:36][CH:37]=[CH:38][CH:39]=2)[N:34]=1)[C:24]([OH:44])=[O:23]. Given the reactants N1C2C(=CC=CC=2)C=CC=1COC1C=CC(C(O)=O)=CC=1.C[O:23][C:24](=[O:44])[C:25]1[CH:30]=[CH:29][C:28]([O:31][CH2:32][C:33]2[CH:42]=[CH:41][C:40]3[C:35](=[CH:36][CH:37]=[CH:38][CH:39]=3)[N:34]=2)=[C:27]([Cl:43])[CH:26]=1, predict the reaction product. (7) The product is: [F:1][C:2]1[C:7]([NH:8][C:9]([NH:11][C:12]2[CH:13]=[CH:14][CH:15]=[CH:16][CH:17]=2)=[O:10])=[CH:6][C:5]([C:18]2[C:19](=[O:39])[N:20]([CH:36]([CH3:38])[CH3:37])[C:21]3[C:26]([CH:27]=2)=[CH:25][N:24]=[C:23]([NH:28][C:29](=[O:35])[O:30][C:31]([CH3:33])=[CH2:32])[CH:22]=3)=[C:4]([CH3:40])[CH:3]=1. Given the reactants [F:1][C:2]1[C:7]([NH:8][C:9]([NH:11][C:12]2[CH:17]=[CH:16][CH:15]=[CH:14][CH:13]=2)=[O:10])=[CH:6][C:5]([C:18]2[C:19](=[O:39])[N:20]([CH:36]([CH3:38])[CH3:37])[C:21]3[C:26]([CH:27]=2)=[CH:25][N:24]=[C:23]([NH:28][C:29](=[O:35])[O:30][C:31](C)([CH3:33])[CH3:32])[CH:22]=3)=[C:4]([CH3:40])[CH:3]=1.Cl.O1CCOCC1.ClC(OC(C)=C)=O, predict the reaction product. (8) Given the reactants [Br:1][C:2]1[CH:9]=[CH:8][C:5]([CH:6]=O)=[CH:4][CH:3]=1.Cl.[NH2:11][CH2:12][CH2:13][SH:14], predict the reaction product. The product is: [Br:1][C:2]1[CH:9]=[CH:8][C:5]([CH:6]2[NH:11][CH2:12][CH2:13][S:14]2)=[CH:4][CH:3]=1. (9) Given the reactants C[Si]([N-][Si](C)(C)C)(C)C.[Li+].[CH2:11]([NH:15][C:16]1[CH:21]=[C:20]([Cl:22])[CH:19]=[CH:18][C:17]=1[N+:23]([O-:25])=[O:24])[CH:12]([CH3:14])[CH3:13].[N:26]#[C:27]Br, predict the reaction product. The product is: [C:27]([N:15]([CH2:11][CH:12]([CH3:14])[CH3:13])[C:16]1[CH:21]=[C:20]([Cl:22])[CH:19]=[CH:18][C:17]=1[N+:23]([O-:25])=[O:24])#[N:26]. (10) Given the reactants Cl[C:2]1[CH:3]=[CH:4][C:5]2[O:14][CH2:13][CH2:12][C:11]3[CH:10]=[C:9]([C:15]4[N:16]([C:20]5[CH:25]=[CH:24][C:23]([F:26])=[CH:22][C:21]=5[F:27])[N:17]=[CH:18][N:19]=4)[S:8][C:7]=3[C:6]=2[N:28]=1.[CH3:29][C@H:30]1[CH2:35][NH:34][CH2:33][C@@H:32]([CH3:36])[NH:31]1.CC([O-])(C)C.[Na+].C(N1CCN2CCN(CCCC)P1N(CCCC)CC2)CCC, predict the reaction product. The product is: [F:27][C:21]1[CH:22]=[C:23]([F:26])[CH:24]=[CH:25][C:20]=1[N:16]1[C:15]([C:9]2[S:8][C:7]3[C:6]4[N:28]=[C:2]([N:34]5[CH2:33][C@H:32]([CH3:36])[NH:31][C@H:30]([CH3:29])[CH2:35]5)[CH:3]=[CH:4][C:5]=4[O:14][CH2:13][CH2:12][C:11]=3[CH:10]=2)=[N:19][CH:18]=[N:17]1.